Dataset: Forward reaction prediction with 1.9M reactions from USPTO patents (1976-2016). Task: Predict the product of the given reaction. (1) The product is: [CH3:1][N:2]([CH2:23][C:24]1([CH3:36])[CH2:28][C:27]2[C:29]([CH3:35])=[CH:30][C:31]([CH3:34])=[C:32]([CH3:33])[C:26]=2[O:25]1)[CH2:3][C:4]1[CH:9]=[CH:8][CH:7]=[CH:6][CH:5]=1. Given the reactants [CH3:1][NH:2][CH2:3][C:4]1[CH:9]=[CH:8][CH:7]=[CH:6][CH:5]=1.C(=O)([O-])[O-].[K+].[K+].CC(N(C)C)=O.I[CH2:23][C:24]1([CH3:36])[CH2:28][C:27]2[C:29]([CH3:35])=[CH:30][C:31]([CH3:34])=[C:32]([CH3:33])[C:26]=2[O:25]1, predict the reaction product. (2) Given the reactants [CH3:1][C:2]1([CH2:5][C@@:6]2([C:26]3[CH:31]=[CH:30][CH:29]=[CH:28][CH:27]=3)[O:11][C:10](=[O:12])[N:9]([C@H:13]3[CH2:18][CH2:17][CH2:16][N:15]([C:19]([O:21][C:22]([CH3:25])([CH3:24])[CH3:23])=[O:20])[CH2:14]3)[CH2:8][CH2:7]2)[CH2:4][O:3]1, predict the reaction product. The product is: [OH:3][C:2]([CH3:4])([CH3:1])[CH2:5][C@@:6]1([C:26]2[CH:27]=[CH:28][CH:29]=[CH:30][CH:31]=2)[O:11][C:10](=[O:12])[N:9]([C@H:13]2[CH2:18][CH2:17][CH2:16][N:15]([C:19]([O:21][C:22]([CH3:25])([CH3:24])[CH3:23])=[O:20])[CH2:14]2)[CH2:8][CH2:7]1.